Dataset: Full USPTO retrosynthesis dataset with 1.9M reactions from patents (1976-2016). Task: Predict the reactants needed to synthesize the given product. Given the product [Br:1][C:2]1[CH:3]=[C:4]([CH:12]([N:15]2[CH2:20][CH2:19][O:18][CH2:17][CH2:16]2)[CH3:13])[CH:5]=[C:6]([C:8]([CH3:11])([CH3:10])[CH3:9])[CH:7]=1, predict the reactants needed to synthesize it. The reactants are: [Br:1][C:2]1[CH:3]=[C:4]([C:12](=O)[CH3:13])[CH:5]=[C:6]([C:8]([CH3:11])([CH3:10])[CH3:9])[CH:7]=1.[NH:15]1[CH2:20][CH2:19][O:18][CH2:17][CH2:16]1.[BH-](OC(C)=O)(OC(C)=O)OC(C)=O.[Na+].